Task: Predict the reactants needed to synthesize the given product.. Dataset: Full USPTO retrosynthesis dataset with 1.9M reactions from patents (1976-2016) (1) The reactants are: [CH3:1][O:2][C:3]([C:5]1[CH:14]=[CH:13][C:8]2[NH:9][C:10](=O)[NH:11][C:7]=2[CH:6]=1)=[O:4].P(Cl)(Cl)([Cl:17])=O. Given the product [CH3:1][O:2][C:3]([C:5]1[CH:14]=[CH:13][C:8]2[NH:9][C:10]([Cl:17])=[N:11][C:7]=2[CH:6]=1)=[O:4], predict the reactants needed to synthesize it. (2) Given the product [CH3:1][O:2][C:3](=[O:26])[CH:4]([NH:18][C:19]([O:21][C:22]([CH3:23])([CH3:25])[CH3:24])=[O:20])[CH2:5][O:6][C:7]1[CH:8]=[CH:9][C:10]([CH2:13][CH2:14][CH2:15][CH2:16][NH:17][C:48]([NH2:49])=[N:50][C:51]([C:38]2[C:37]([NH2:36])=[N:42][C:41]([NH2:43])=[C:40]([Cl:44])[N:39]=2)=[O:53])=[CH:11][CH:12]=1, predict the reactants needed to synthesize it. The reactants are: [CH3:1][O:2][C:3](=[O:26])[CH:4]([NH:18][C:19]([O:21][C:22]([CH3:25])([CH3:24])[CH3:23])=[O:20])[CH2:5][O:6][C:7]1[CH:12]=[CH:11][C:10]([CH2:13][CH2:14][CH2:15][CH2:16][NH2:17])=[CH:9][CH:8]=1.C(N(C(C)C)CC)(C)C.[NH2:36][C:37]1[CH:38]=[N:39][C:40]([Cl:44])=[C:41]([NH2:43])[N:42]=1.I.CS[C:48](=[NH:50])[NH2:49].[CH2:51]([OH:53])C.